From a dataset of Forward reaction prediction with 1.9M reactions from USPTO patents (1976-2016). Predict the product of the given reaction. (1) Given the reactants [NH2:1][CH2:2][C@H:3]1[CH2:8][CH2:7][C@H:6]([CH2:9][NH:10][C:11](=[O:17])[O:12][C:13]([CH3:16])([CH3:15])[CH3:14])[CH2:5][CH2:4]1.[Br:18][C:19]1[CH:20]=[N:21][CH:22]=[C:23]([CH:27]=1)[C:24](O)=[O:25].BrC1C=C(C=CN=1)C(O)=O, predict the reaction product. The product is: [Br:18][C:19]1[CH:27]=[C:23]([C:24]([NH:1][CH2:2][C@H:3]2[CH2:4][CH2:5][C@H:6]([CH2:9][NH:10][C:11](=[O:17])[O:12][C:13]([CH3:14])([CH3:16])[CH3:15])[CH2:7][CH2:8]2)=[O:25])[CH:22]=[N:21][CH:20]=1. (2) Given the reactants [O:1]([C:8]1[CH:23]=[C:22]([C:24]([F:27])([F:26])[F:25])[CH:21]=[CH:20][C:9]=1[O:10][C@@H:11]([CH3:19])[CH2:12][CH2:13][O:14]S(C)(=O)=O)[C:2]1[CH:7]=[CH:6][CH:5]=[CH:4][CH:3]=1.C([O:30][C:31](=[O:42])[CH2:32][CH2:33][C:34]1[C:39]([CH3:40])=[CH:38][C:37](O)=[CH:36][N:35]=1)C, predict the reaction product. The product is: [CH3:40][C:39]1[C:34]([CH2:33][CH2:32][C:31]([OH:42])=[O:30])=[N:35][CH:36]=[C:37]([O:14][CH2:13][CH2:12][C@@H:11]([O:10][C:9]2[CH:20]=[CH:21][C:22]([C:24]([F:27])([F:26])[F:25])=[CH:23][C:8]=2[O:1][C:2]2[CH:7]=[CH:6][CH:5]=[CH:4][CH:3]=2)[CH3:19])[CH:38]=1.